This data is from Full USPTO retrosynthesis dataset with 1.9M reactions from patents (1976-2016). The task is: Predict the reactants needed to synthesize the given product. (1) Given the product [C:1]([C:3]1[C:4]([N:18]2[CH2:23][CH2:22][N:21]([C:35]([NH:34][S:31]([C:28]3[CH:29]=[CH:30][C:25]([CH3:24])=[CH:26][CH:27]=3)(=[O:33])=[O:32])=[O:36])[CH2:20][CH2:19]2)=[N:5][C:6]([C:14]([F:15])([F:17])[F:16])=[C:7]([CH:13]=1)[C:8]([O:10][CH2:11][CH3:12])=[O:9])#[N:2], predict the reactants needed to synthesize it. The reactants are: [C:1]([C:3]1[C:4]([N:18]2[CH2:23][CH2:22][NH:21][CH2:20][CH2:19]2)=[N:5][C:6]([C:14]([F:17])([F:16])[F:15])=[C:7]([CH:13]=1)[C:8]([O:10][CH2:11][CH3:12])=[O:9])#[N:2].[CH3:24][C:25]1[CH:30]=[CH:29][C:28]([S:31]([N:34]=[C:35]=[O:36])(=[O:33])=[O:32])=[CH:27][CH:26]=1.C(N(CC)CC)C. (2) Given the product [N:43]1([C:40]2[N:39]=[CH:38][C:37]([C:16]3[CH:15]=[CH:14][C:13]([C@@H:11]([N:7]4[CH2:6][CH2:5][C@:4]([CH2:3][C:2]([OH:1])([CH3:34])[CH3:35])([C:28]5[CH:33]=[CH:32][CH:31]=[CH:30][CH:29]=5)[O:9][C:8]4=[O:10])[CH3:12])=[CH:18][CH:17]=3)=[CH:42][N:41]=2)[CH:47]=[CH:46][N:45]=[CH:44]1, predict the reactants needed to synthesize it. The reactants are: [OH:1][C:2]([CH3:35])([CH3:34])[CH2:3][C@@:4]1([C:28]2[CH:33]=[CH:32][CH:31]=[CH:30][CH:29]=2)[O:9][C:8](=[O:10])[N:7]([C@H:11]([C:13]2[CH:18]=[CH:17][C:16](B3OC(C)(C)C(C)(C)O3)=[CH:15][CH:14]=2)[CH3:12])[CH2:6][CH2:5]1.Br[C:37]1[CH:38]=[N:39][C:40]([N:43]2[CH:47]=[CH:46][N:45]=[CH:44]2)=[N:41][CH:42]=1.C([O-])([O-])=O.[Cs+].[Cs+].O.